From a dataset of Forward reaction prediction with 1.9M reactions from USPTO patents (1976-2016). Predict the product of the given reaction. Given the reactants [N+:1]([C:4]1[CH:9]=[CH:8][C:7]([S:10]([NH:13][C:14]2[S:15][CH:16]=[N:17][N:18]=2)(=[O:12])=[O:11])=[CH:6][CH:5]=1)([O-])=O.O, predict the reaction product. The product is: [NH2:1][C:4]1[CH:9]=[CH:8][C:7]([S:10]([NH:13][C:14]2[S:15][CH:16]=[N:17][N:18]=2)(=[O:12])=[O:11])=[CH:6][CH:5]=1.